Dataset: Full USPTO retrosynthesis dataset with 1.9M reactions from patents (1976-2016). Task: Predict the reactants needed to synthesize the given product. (1) The reactants are: [F:1][C:2]1[CH:7]=[CH:6][C:5]([N:8]2[C:12](=[O:13])[C:11]([CH3:15])([CH3:14])[NH:10][C:9]2=[O:16])=[CH:4][C:3]=1[C:17]1[S:18][CH:19]=[CH:20][CH:21]=1.[Br:22][C:23]1[CH:28]=[C:27]([F:29])[CH:26]=[CH:25][C:24]=1[CH2:30]Br. Given the product [Br:22][C:23]1[CH:28]=[C:27]([F:29])[CH:26]=[CH:25][C:24]=1[CH2:30][N:10]1[C:11]([CH3:15])([CH3:14])[C:12](=[O:13])[N:8]([C:5]2[CH:6]=[CH:7][C:2]([F:1])=[C:3]([C:17]3[S:18][CH:19]=[CH:20][CH:21]=3)[CH:4]=2)[C:9]1=[O:16], predict the reactants needed to synthesize it. (2) The reactants are: [Cl:1][C:2]1[CH:7]=[C:6]([NH:8][C:9](=[O:15])[O:10][C:11]([CH3:14])([CH3:13])[CH3:12])[N:5]2[N:16]=[CH:17][CH:18]=[C:4]2[N:3]=1.O=P(Cl)(Cl)Cl.CN([CH:27]=[O:28])C. Given the product [Cl:1][C:2]1[CH:7]=[C:6]([NH:8][C:9](=[O:15])[O:10][C:11]([CH3:13])([CH3:14])[CH3:12])[N:5]2[N:16]=[CH:17][C:18]([CH:27]=[O:28])=[C:4]2[N:3]=1, predict the reactants needed to synthesize it.